Dataset: Reaction yield outcomes from USPTO patents with 853,638 reactions. Task: Predict the reaction yield, written as a fraction of the theoretical maximum amount of product (1.0 means a 100% yield; for example, 0.34 means a 34% yield). (1) The reactants are [C:1]([C:3]1[C:11]2[C:6](=[CH:7][C:8]([C:12]([O:14]C)=[O:13])=[CH:9][CH:10]=2)[NH:5][N:4]=1)#[N:2].[OH-].[Li+]. The catalyst is CO.O1CCCC1. The product is [C:1]([C:3]1[C:11]2[C:6](=[CH:7][C:8]([C:12]([OH:14])=[O:13])=[CH:9][CH:10]=2)[NH:5][N:4]=1)#[N:2]. The yield is 0.370. (2) The reactants are [NH2:1][C:2]1[CH:7]=[CH:6][C:5]([CH2:8][C:9]([O:11][C:12]([CH3:15])([CH3:14])[CH3:13])=[O:10])=[CH:4][C:3]=1[O:16][CH3:17].CCN(CC)CC.[F:25][C:26]([F:37])([F:36])[C:27]1[CH:32]=[CH:31][CH:30]=[CH:29][C:28]=1[N:33]=[C:34]=[O:35]. The catalyst is C1COCC1. The product is [CH3:17][O:16][C:3]1[CH:4]=[C:5]([CH2:8][C:9]([O:11][C:12]([CH3:14])([CH3:13])[CH3:15])=[O:10])[CH:6]=[CH:7][C:2]=1[NH:1][C:34]([NH:33][C:28]1[CH:29]=[CH:30][CH:31]=[CH:32][C:27]=1[C:26]([F:25])([F:36])[F:37])=[O:35]. The yield is 0.560. (3) The reactants are C[O:2][C:3]1[CH:20]=[CH:19][C:18]2[C:17]3[C:12](=[CH:13][CH:14]=[CH:15][CH:16]=3)[C:11]3[C:6](=[CH:7][CH:8]=[CH:9][CH:10]=3)[C:5]=2[CH:4]=1.B(Br)(Br)Br.[B].O. The catalyst is C(Cl)Cl. The product is [OH:2][C:3]1[CH:20]=[CH:19][C:18]2[C:17]3[C:12](=[CH:13][CH:14]=[CH:15][CH:16]=3)[C:11]3[C:6](=[CH:7][CH:8]=[CH:9][CH:10]=3)[C:5]=2[CH:4]=1. The yield is 0.950. (4) The reactants are [O:1]1[CH:5]=[CH:4][CH:3]=[C:2]1[C:6]1[CH:25]=[CH:24][C:9]([C:10]([N:12]([CH2:16][C:17]2[CH:22]=[CH:21][CH:20]=[CH:19][C:18]=2[OH:23])[CH:13]([CH3:15])[CH3:14])=[O:11])=[CH:8][CH:7]=1.C(=O)([O-])[O-].[K+].[K+].Br[CH2:33][CH2:34][CH2:35][CH2:36][C:37]#[N:38].O. The yield is 0.967. The catalyst is CN(C=O)C. The product is [C:37]([CH2:36][CH2:35][CH2:34][CH2:33][O:23][C:18]1[CH:19]=[CH:20][CH:21]=[CH:22][C:17]=1[CH2:16][N:12]([CH:13]([CH3:15])[CH3:14])[C:10](=[O:11])[C:9]1[CH:8]=[CH:7][C:6]([C:2]2[O:1][CH:5]=[CH:4][CH:3]=2)=[CH:25][CH:24]=1)#[N:38].